Task: Predict the reactants needed to synthesize the given product.. Dataset: Full USPTO retrosynthesis dataset with 1.9M reactions from patents (1976-2016) (1) Given the product [CH3:1][O:2][C:3]1[CH:8]=[CH:7][C:6]([C:13]2[CH:14]=[CH:15][C:16]([NH2:20])=[N:17][C:18]=2[CH3:19])=[CH:5][CH:4]=1, predict the reactants needed to synthesize it. The reactants are: [CH3:1][O:2][C:3]1[CH:8]=[CH:7][C:6](B(O)O)=[CH:5][CH:4]=1.Br[C:13]1[CH:14]=[CH:15][C:16]([NH2:20])=[N:17][C:18]=1[CH3:19].C([O-])(=O)C.[K+]. (2) Given the product [C:1]([C:5]1[C:6]([OH:14])=[C:7]([C:8]([CH3:13])=[C:9]([S:11][CH3:12])[CH:10]=1)[C:30]([NH:29][C:17]1[CH:18]=[CH:19][C:20]([S:22]([C:25]([F:26])([F:27])[F:28])(=[O:23])=[O:24])=[CH:21][C:16]=1[Cl:15])=[O:31])([CH3:4])([CH3:3])[CH3:2], predict the reactants needed to synthesize it. The reactants are: [C:1]([C:5]1[CH:10]=[C:9]([S:11][CH3:12])[C:8]([CH3:13])=[CH:7][C:6]=1[OH:14])([CH3:4])([CH3:3])[CH3:2].[Cl:15][C:16]1[CH:21]=[C:20]([S:22]([C:25]([F:28])([F:27])[F:26])(=[O:24])=[O:23])[CH:19]=[CH:18][C:17]=1[N:29]=[C:30]=[O:31]. (3) Given the product [CH3:1][O:2][CH2:3][O:4][C:5]1[CH:6]=[C:7]2[C:11]([CH2:10][CH2:9][CH2:8]2)=[CH:12][C:13]=1[NH2:14], predict the reactants needed to synthesize it. The reactants are: [CH3:1][O:2][CH2:3][O:4][C:5]1[CH:6]=[C:7]2[C:11](=[CH:12][C:13]=1[N+:14]([O-])=O)[CH2:10][CH2:9][CH2:8]2. (4) The reactants are: [N+:1]([C:4]1[CH:5]=[C:6]([C:10]2[O:14][C:13]([C:15]([N:17]3[C@H:26]4[C@@H:21]([CH2:22][CH2:23][CH2:24][CH2:25]4)[CH2:20][CH2:19][CH2:18]3)=[O:16])=[CH:12][CH:11]=2)[CH:7]=[CH:8][CH:9]=1)([O-])=O.[H][H]. Given the product [NH2:1][C:4]1[CH:5]=[C:6]([C:10]2[O:14][C:13]([C:15]([N:17]3[C@H:26]4[C@@H:21]([CH2:22][CH2:23][CH2:24][CH2:25]4)[CH2:20][CH2:19][CH2:18]3)=[O:16])=[CH:12][CH:11]=2)[CH:7]=[CH:8][CH:9]=1, predict the reactants needed to synthesize it. (5) Given the product [C:12]([O:16][C:17]([NH:1][C@@H:2]([C:6]([SH:9])([CH3:8])[CH3:7])[C:3]([OH:5])=[O:4])=[O:18])([CH3:15])([CH3:14])[CH3:13], predict the reactants needed to synthesize it. The reactants are: [NH2:1][C@@H:2]([C:6]([SH:9])([CH3:8])[CH3:7])[C:3]([OH:5])=[O:4].[OH-].[Na+].[C:12]([O:16][C:17](O[C:17]([O:16][C:12]([CH3:15])([CH3:14])[CH3:13])=[O:18])=[O:18])([CH3:15])([CH3:14])[CH3:13]. (6) Given the product [OH:25][CH2:24][CH2:23][C@@H:13]1[C@@H:12]([C@@:8]2([CH3:11])[CH2:9][CH2:10][C@H:5]([OH:4])[CH2:6][C@@H:7]2[O:26][C:31]2[CH:36]=[CH:35][CH:34]=[CH:33][N:32]=2)[CH2:20][CH2:19][C@@:18]2([CH3:21])[C@H:14]1[CH2:15][CH2:16][C:17]2=[CH2:22], predict the reactants needed to synthesize it. The reactants are: C([O:4][C@H:5]1[CH2:10][CH2:9][C@@:8]([C@H:12]2[CH2:20][CH2:19][C@@:18]3([CH3:21])[C@@H:14]([CH2:15][CH2:16][C:17]3=[CH2:22])[C@@H:13]2[CH2:23][CH2:24][OH:25])([CH3:11])[C@@H:7]([O:26]C(=O)C)[CH2:6]1)(=O)C.Br[C:31]1[CH:36]=[CH:35][CH:34]=[CH:33][N:32]=1.[H-].[Na+].C[O-].[Na+]. (7) Given the product [Cl:22][C:17]1[CH:18]=[CH:19][CH:20]=[CH:21][C:16]=1[C:14]1[C:13]([CH2:23][OH:24])=[CH:12][N:11]([C:9]2[C:8]([CH3:28])=[CH:7][N:6]=[C:5]([NH:4][C:1](=[O:3])[CH3:2])[CH:10]=2)[CH:15]=1, predict the reactants needed to synthesize it. The reactants are: [C:1]([NH:4][C:5]1[CH:10]=[C:9]([N:11]2[CH:15]=[C:14]([C:16]3[CH:21]=[CH:20][CH:19]=[CH:18][C:17]=3[Cl:22])[C:13]([C:23](OCC)=[O:24])=[CH:12]2)[C:8]([CH3:28])=[CH:7][N:6]=1)(=[O:3])[CH3:2].CCC(C)[BH-](C(C)CC)C(C)CC.[Li+]. (8) Given the product [CH2:17]([O:15][C:14]([C:2]1([NH2:1])[CH2:5][CH:4]([O:6][CH2:7][C:8]2[CH:9]=[CH:10][CH:11]=[CH:12][CH:13]=2)[CH2:3]1)=[O:16])[CH3:18], predict the reactants needed to synthesize it. The reactants are: [NH2:1][C:2]1([C:14]([OH:16])=[O:15])[CH2:5][CH:4]([O:6][CH2:7][C:8]2[CH:13]=[CH:12][CH:11]=[CH:10][CH:9]=2)[CH2:3]1.[CH3:17][CH2:18]N(CC)CC.O=S(Cl)Cl. (9) Given the product [F:1][C:2]1[CH:3]=[CH:4][C:5]([N:8]2[C:12]([CH3:13])=[C:11]([C:14]([NH:39][C:35]3[N:34]=[C:33]([CH3:32])[CH:38]=[CH:37][N:36]=3)=[O:16])[N:10]=[N:9]2)=[CH:6][CH:7]=1, predict the reactants needed to synthesize it. The reactants are: [F:1][C:2]1[CH:7]=[CH:6][C:5]([N:8]2[C:12]([CH3:13])=[C:11]([C:14]([OH:16])=O)[N:10]=[N:9]2)=[CH:4][CH:3]=1.C(Cl)(=O)C(Cl)=O.CCN(C(C)C)C(C)C.[CH3:32][C:33]1[CH:38]=[CH:37][N:36]=[C:35]([NH2:39])[N:34]=1.